From a dataset of Blood-brain barrier permeability classification from the B3DB database. Regression/Classification. Given a drug SMILES string, predict its absorption, distribution, metabolism, or excretion properties. Task type varies by dataset: regression for continuous measurements (e.g., permeability, clearance, half-life) or binary classification for categorical outcomes (e.g., BBB penetration, CYP inhibition). Dataset: b3db_classification. (1) The compound is C/C(=C(\CCOP(=O)(O)O)SC(=O)c1ccccc1)N(C=O)Cc1cnc(C)nc1N. The result is 1 (penetrates BBB). (2) The compound is CCOC(=O)OC(C)OC(=O)C1N2C(=O)C(N=CN3CCCCCC3)C2SC1(C)C. The result is 0 (does not penetrate BBB). (3) The drug is CN1[C@H]2CC[C@H]1CC(OC(c1ccccc1)c1ccccc1)C2. The result is 1 (penetrates BBB). (4) The drug is C[N+](C)([O-])CC/C=C1/c2ccccc2C=Cc2c(Cl)cccc21. The result is 1 (penetrates BBB). (5) The molecule is COCC1=C(C(=O)O)N2C(=O)C(NC(=O)C(=NO)c3csc(N)n3)C2SC1. The result is 0 (does not penetrate BBB). (6) The compound is Cc1ccsc1C(=CCCN1CCC[C@H](C(=O)O)C1)c1sccc1C. The result is 1 (penetrates BBB). (7) The molecule is CCCNC(Cc1cccc2c1CC(=O)N2)NCCC. The result is 1 (penetrates BBB).